Dataset: Full USPTO retrosynthesis dataset with 1.9M reactions from patents (1976-2016). Task: Predict the reactants needed to synthesize the given product. (1) Given the product [Br:1][C:2]1[NH:28][C:5]2[N:6]=[CH:7][C:8]3[CH2:13][N:12]([C:14]4[C:15]([F:25])=[C:16]([O:23][CH3:24])[CH:17]=[C:18]([O:21][CH3:22])[C:19]=4[F:20])[C:11](=[O:26])[N:10]([CH3:27])[C:9]=3[C:4]=2[CH:3]=1, predict the reactants needed to synthesize it. The reactants are: [Br:1][C:2]1[N:28](S(C2C=CC=CC=2)(=O)=O)[C:5]2[N:6]=[CH:7][C:8]3[CH2:13][N:12]([C:14]4[C:19]([F:20])=[C:18]([O:21][CH3:22])[CH:17]=[C:16]([O:23][CH3:24])[C:15]=4[F:25])[C:11](=[O:26])[N:10]([CH3:27])[C:9]=3[C:4]=2[CH:3]=1.C[O-].[Na+].CO.Cl. (2) Given the product [NH2:17][C:18]1[CH:23]=[CH:22][CH:21]=[CH:20][C:19]=1[S:24][C:3]1[C:4]2[C:9](=[CH:8][CH:7]=[CH:6][CH:5]=2)[NH:1][C:2]=1[C:10]([N:12]1[CH2:16][CH2:15][CH2:14][CH2:13]1)=[O:11], predict the reactants needed to synthesize it. The reactants are: [NH:1]1[C:9]2[C:4](=[CH:5][CH:6]=[CH:7][CH:8]=2)[CH:3]=[C:2]1[C:10]([N:12]1[CH2:16][CH2:15][CH2:14][CH2:13]1)=[O:11].[NH2:17][C:18]1[CH:23]=[CH:22][CH:21]=[CH:20][C:19]=1[S:24][S:24][C:19]1[CH:20]=[CH:21][CH:22]=[CH:23][C:18]=1[NH2:17].